Dataset: Reaction yield outcomes from USPTO patents with 853,638 reactions. Task: Predict the reaction yield, written as a fraction of the theoretical maximum amount of product (1.0 means a 100% yield; for example, 0.34 means a 34% yield). (1) The reactants are [C:1]([N:5]1[C:9]([C:10]2[CH:15]=[CH:14][C:13]([F:16])=[CH:12][CH:11]=2)=[C:8]([C:17]2[S:18][CH:19]=[C:20]([C:22]([O:24]CC)=[O:23])[N:21]=2)[CH:7]=[N:6]1)([CH3:4])([CH3:3])[CH3:2].[OH-].[Na+]. The catalyst is C(O)C.C1COCC1. The product is [C:1]([N:5]1[C:9]([C:10]2[CH:11]=[CH:12][C:13]([F:16])=[CH:14][CH:15]=2)=[C:8]([C:17]2[S:18][CH:19]=[C:20]([C:22]([OH:24])=[O:23])[N:21]=2)[CH:7]=[N:6]1)([CH3:4])([CH3:2])[CH3:3]. The yield is 0.950. (2) The reactants are [NH2:1][C:2]1[C:3]2[N:4]([C:8]([C@@H:12]3[CH2:16][CH2:15][CH2:14][N:13]3C(OCC3C=CC=CC=3)=O)=[N:9][C:10]=2Br)[CH:5]=[CH:6][N:7]=1.[S:27]1[CH:31]=[CH:30][N:29]=[C:28]1[NH:32][C:33](=[O:43])[C:34]1[CH:39]=[CH:38][C:37](B(O)O)=[CH:36][CH:35]=1. No catalyst specified. The product is [NH2:1][C:2]1[C:3]2[N:4]([C:8]([C@@H:12]3[CH2:16][CH2:15][CH2:14][NH:13]3)=[N:9][C:10]=2[C:37]2[CH:38]=[CH:39][C:34]([C:33]([NH:32][C:28]3[S:27][CH:31]=[CH:30][N:29]=3)=[O:43])=[CH:35][CH:36]=2)[CH:5]=[CH:6][N:7]=1. The yield is 0.731. (3) The reactants are C([C:5]([Br:17])(CCCC)[C:6]1[CH:11]=[CH:10][C:9]([F:12])=[CH:8][CH:7]=1)CCC.C1C=C(Cl)C=C(C(OO)=O)C=1.[S:29]([O-])([O-:31])=[O:30].[Na+].[Na+].C(OCC)(=O)C. The catalyst is C(Cl)Cl. The product is [S:29](=[C:5]([Br:17])[C:6]1[CH:11]=[CH:10][C:9]([F:12])=[CH:8][CH:7]=1)(=[O:31])=[O:30]. The yield is 0.980. (4) The reactants are C[Mg]Cl.[Cl:4][CH2:5][CH2:6][CH2:7][CH2:8][CH2:9][CH2:10][CH2:11][CH2:12][CH2:13][CH2:14][C:15]#[CH:16].[CH:17](OCC)([O:21][CH2:22][CH3:23])[O:18][CH2:19][CH3:20].[Cl-].[NH4+]. The catalyst is O1CCCC1.C1(C)C=CC=CC=1.O.C(O)(=O)C. The product is [Cl:4][CH2:5][CH2:6][CH2:7][CH2:8][CH2:9][CH2:10][CH2:11][CH2:12][CH2:13][CH2:14][C:15]#[C:16][CH:17]([O:21][CH2:22][CH3:23])[O:18][CH2:19][CH3:20]. The yield is 0.823. (5) The reactants are S(O)(O)(=O)=O.[C:6]([S:9][CH3:10])(=[NH:8])[NH2:7].[CH3:10][S:9][C:6](=[NH:8])[NH2:7].CN(/[CH:19]=[C:20](/[C:26](=O)[CH:27]([CH3:29])[CH3:28])\[C:21]([O:23][CH2:24][CH3:25])=[O:22])C.C([O-])(=O)C.[Na+].O. The catalyst is CN(C=O)C. The product is [CH:27]([C:26]1[C:20]([C:21]([O:23][CH2:24][CH3:25])=[O:22])=[CH:19][N:7]=[C:6]([S:9][CH3:10])[N:8]=1)([CH3:29])[CH3:28]. The yield is 0.700. (6) The reactants are [Cl-].[Cl-].[Cl-].[Al+3].[Br:5][C:6]1[CH:11]=[CH:10][CH:9]=[CH:8][CH:7]=1.[C:12]1(=[O:18])[O:17][C:15](=[O:16])[CH2:14][CH2:13]1.Cl. The catalyst is ClCCl. The product is [Br:5][C:6]1[CH:11]=[CH:10][C:9]([C:12](=[O:18])[CH2:13][CH2:14][C:15]([OH:17])=[O:16])=[CH:8][CH:7]=1. The yield is 0.820. (7) The reactants are C([O:9][CH2:10][C@:11]1([CH3:18])[CH2:15][C:14]([F:17])([F:16])[CH2:13][O:12]1)(=O)C1C=CC=CC=1.[OH-].[Na+]. The catalyst is C1COCC1.CO. The product is [F:16][C:14]1([F:17])[CH2:13][O:12][C@@:11]([CH2:10][OH:9])([CH3:18])[CH2:15]1. The yield is 0.970.